This data is from Acute oral toxicity (LD50) regression data from Zhu et al.. The task is: Regression/Classification. Given a drug SMILES string, predict its toxicity properties. Task type varies by dataset: regression for continuous values (e.g., LD50, hERG inhibition percentage) or binary classification for toxic/non-toxic outcomes (e.g., AMES mutagenicity, cardiotoxicity, hepatotoxicity). Dataset: ld50_zhu. (1) The drug is COP(=S)(OC)Oc1ccc(S(=O)(=O)c2ccc(OP(=S)(OC)OC)cc2)cc1. The rat oral LD50 is 2.40, given as -log10 of the dose in mol/kg body weight (higher means more acutely toxic). (2) The compound is C=CC(=O)NCO. The rat oral LD50 is 2.33, given as -log10 of the dose in mol/kg body weight (higher means more acutely toxic). (3) The compound is CC(=O)c1cccnc1. The rat oral LD50 is 3.38, given as -log10 of the dose in mol/kg body weight (higher means more acutely toxic). (4) The compound is CN(C)CCNC(=O)C(C)(C)Oc1ccc(Cl)cc1. The rat oral LD50 is 3.34, given as -log10 of the dose in mol/kg body weight (higher means more acutely toxic). (5) The drug is O=C(O)C1CCc2cc(C3CCCCC3)ccc21. The rat oral LD50 is 3.03, given as -log10 of the dose in mol/kg body weight (higher means more acutely toxic).